This data is from Reaction yield outcomes from USPTO patents with 853,638 reactions. The task is: Predict the reaction yield, written as a fraction of the theoretical maximum amount of product (1.0 means a 100% yield; for example, 0.34 means a 34% yield). (1) The reactants are C(C(C([O:10][C:11]([C:14]([C:17]([F:20])([F:19])[F:18])([F:16])[F:15])(F)[F:12])=O)(F)F)(F)(F)F.ClC(F)=C(F)F. The catalyst is [Ni].O. The product is [C:17]([C:14]([C:11]([F:12])=[O:10])([F:16])[F:15])([F:20])([F:19])[F:18]. The yield is 0.900. (2) The reactants are [NH2:1][C:2]1[CH:15]=[CH:14][C:13]([N+:16]([O-:18])=[O:17])=[CH:12][C:3]=1[C:4]([C:6]1[CH:11]=[CH:10][CH:9]=[CH:8][CH:7]=1)=O.NS(O)(=O)=O.[C:24]([O:30][C:31]([CH3:34])([CH3:33])[CH3:32])(=[O:29])[CH2:25][C:26]([CH3:28])=O. The catalyst is CO.NS(O)(=O)=O. The product is [CH3:28][C:26]1[C:25]([C:24]([O:30][C:31]([CH3:34])([CH3:33])[CH3:32])=[O:29])=[C:4]([C:6]2[CH:11]=[CH:10][CH:9]=[CH:8][CH:7]=2)[C:3]2[C:2](=[CH:15][CH:14]=[C:13]([N+:16]([O-:18])=[O:17])[CH:12]=2)[N:1]=1. The yield is 0.530. (3) The reactants are [CH3:1][C:2]1([CH3:14])[CH2:6][C:5](=[O:7])[C:4]([C:8]2[N:12]([CH3:13])[N:11]=[CH:10][CH:9]=2)=[CH:3]1. The catalyst is C(O)C.[C].[Pd]. The product is [CH3:1][C:2]1([CH3:14])[CH2:6][C:5](=[O:7])[CH:4]([C:8]2[N:12]([CH3:13])[N:11]=[CH:10][CH:9]=2)[CH2:3]1. The yield is 0.950.